This data is from Forward reaction prediction with 1.9M reactions from USPTO patents (1976-2016). The task is: Predict the product of the given reaction. (1) Given the reactants O[CH2:2][C:3]1[CH:4]=[N:5][CH:6]=[N:7][CH:8]=1.CS(Cl)(=O)=O.[N+:14]([C:17]1[CH:25]=[C:24]2[C:20]([CH:21]=[CH:22][NH:23]2)=[CH:19][CH:18]=1)([O-:16])=[O:15].N1C2C(=CC=CC=2)C=C1.[H-].[Na+].S([O-])(=O)(=O)C, predict the reaction product. The product is: [N+:14]([C:17]1[CH:25]=[C:24]2[C:20]([CH:21]=[CH:22][N:23]2[CH2:2][C:3]2[CH:4]=[N:5][CH:6]=[N:7][CH:8]=2)=[CH:19][CH:18]=1)([O-:16])=[O:15]. (2) Given the reactants [CH2:1]([O:3][C:4]1[CH:5]=[C:6]2[C:11](=[C:12]3[CH2:16][C:15]([CH3:18])([CH3:17])[O:14][C:13]=13)[C:10]([C:19]1[CH:24]=[CH:23][C:22](/[C:25](/[CH3:32])=[CH:26]/[C:27]([O:29]CC)=[O:28])=[CH:21][CH:20]=1)=[N:9][C:8]([CH3:34])([CH3:33])[CH2:7]2)[CH3:2].[OH-].[Na+].Cl, predict the reaction product. The product is: [CH2:1]([O:3][C:4]1[CH:5]=[C:6]2[C:11](=[C:12]3[CH2:16][C:15]([CH3:18])([CH3:17])[O:14][C:13]=13)[C:10]([C:19]1[CH:20]=[CH:21][C:22](/[C:25](/[CH3:32])=[CH:26]/[C:27]([OH:29])=[O:28])=[CH:23][CH:24]=1)=[N:9][C:8]([CH3:33])([CH3:34])[CH2:7]2)[CH3:2].